Dataset: Full USPTO retrosynthesis dataset with 1.9M reactions from patents (1976-2016). Task: Predict the reactants needed to synthesize the given product. (1) The reactants are: F[B-](F)(F)F.C([O+](CC)CC)C.[Cl:13][C:14]1[C:19]([F:20])=[C:18]([Cl:21])[CH:17]=[CH:16][C:15]=1[C:22]([N:24]1[CH2:29][CH2:28][NH:27][C:26](=O)[CH2:25]1)=[O:23].[S:31]1[CH:35]=[CH:34][N:33]=[C:32]1[C:36]([NH:38][NH2:39])=O. Given the product [Cl:13][C:14]1[C:19]([F:20])=[C:18]([Cl:21])[CH:17]=[CH:16][C:15]=1[C:22]([N:24]1[CH2:29][CH2:28][N:27]2[C:36]([C:32]3[S:31][CH:35]=[CH:34][N:33]=3)=[N:38][N:39]=[C:26]2[CH2:25]1)=[O:23], predict the reactants needed to synthesize it. (2) The reactants are: [S:1]1[CH2:5][C:4](=[O:6])[NH:3][C:2]1=[O:7].[Br:8][C:9]1[CH:10]=[C:11]([CH:14]=[CH:15][C:16]=1[Br:17])[CH:12]=O.N1CCCCC1. Given the product [Br:8][C:9]1[CH:10]=[C:11]([CH:14]=[CH:15][C:16]=1[Br:17])[CH:12]=[C:5]1[S:1][C:2](=[O:7])[NH:3][C:4]1=[O:6], predict the reactants needed to synthesize it.